This data is from Full USPTO retrosynthesis dataset with 1.9M reactions from patents (1976-2016). The task is: Predict the reactants needed to synthesize the given product. The reactants are: C(NC1C=CC(C2C=C3C(CN([C@@H](C(C)C)C(O)=O)C3=O)=CC=2)=CC=1)(=O)C1C=CC=CC=1.[F:33][C:34]1[CH:39]=[CH:38][C:37]([C:40]2[CH:44]=[C:43]([C:45]([NH:47][C:48]3[CH:53]=[CH:52][C:51]([C:54]4[CH:62]=[C:61]5[C:57]([CH2:58][N:59]([C@@H:64]([CH:69]([CH3:71])[CH3:70])[C:65]([O:67]C)=[O:66])[C:60]5=[O:63])=[CH:56][CH:55]=4)=[CH:50][CH:49]=3)=[O:46])[O:42][N:41]=2)=[CH:36][CH:35]=1. Given the product [F:33][C:34]1[CH:39]=[CH:38][C:37]([C:40]2[CH:44]=[C:43]([C:45]([NH:47][C:48]3[CH:49]=[CH:50][C:51]([C:54]4[CH:62]=[C:61]5[C:57]([CH2:58][N:59]([C@@H:64]([CH:69]([CH3:71])[CH3:70])[C:65]([OH:67])=[O:66])[C:60]5=[O:63])=[CH:56][CH:55]=4)=[CH:52][CH:53]=3)=[O:46])[O:42][N:41]=2)=[CH:36][CH:35]=1, predict the reactants needed to synthesize it.